Dataset: Forward reaction prediction with 1.9M reactions from USPTO patents (1976-2016). Task: Predict the product of the given reaction. (1) Given the reactants [CH2:1]([N:5]=[C:6]=[O:7])[CH2:2][CH2:3][CH3:4].[CH2:8]([O:15][C:16]1[CH:21]=[C:20]([O:22][CH2:23][C:24]2[CH:29]=[CH:28][CH:27]=[CH:26][CH:25]=2)[CH:19]=[CH:18][C:17]=1[CH:30]1[CH2:35][CH2:34][NH:33][CH2:32][CH2:31]1)[C:9]1[CH:14]=[CH:13][CH:12]=[CH:11][CH:10]=1, predict the reaction product. The product is: [CH2:1]([NH:5][C:6]([N:33]1[CH2:32][CH2:31][CH:30]([C:17]2[CH:18]=[CH:19][C:20]([O:22][CH2:23][C:24]3[CH:29]=[CH:28][CH:27]=[CH:26][CH:25]=3)=[CH:21][C:16]=2[O:15][CH2:8][C:9]2[CH:14]=[CH:13][CH:12]=[CH:11][CH:10]=2)[CH2:35][CH2:34]1)=[O:7])[CH2:2][CH2:3][CH3:4]. (2) Given the reactants [C:1]([O:5][C:6](=[O:25])[CH2:7][CH:8]([CH2:12][C:13]1[CH:18]=[CH:17][C:16]([C:19]2[CH:24]=[CH:23][CH:22]=[CH:21][CH:20]=2)=[CH:15][CH:14]=1)[C:9](O)=[O:10])([CH3:4])([CH3:3])[CH3:2].[CH:26]1C=CC2N(O)N=NC=2C=1.CCN=C=NCCCN(C)C.Cl.FC(F)(F)C(O)=O.[CH2:55]([O:57][C:58](=[O:65])[C@H:59]([CH3:64])[CH2:60][C@H:61](N)[CH3:62])[CH3:56].C(N(CC)CC)C, predict the reaction product. The product is: [CH2:55]([O:57][C:58](=[O:65])[C@H:59]([CH3:64])[CH2:60][C@@H:61]([CH3:26])[CH2:62][C:9](=[O:10])[CH:8]([CH2:12][C:13]1[CH:18]=[CH:17][C:16]([C:19]2[CH:24]=[CH:23][CH:22]=[CH:21][CH:20]=2)=[CH:15][CH:14]=1)[CH2:7][C:6]([O:5][C:1]([CH3:4])([CH3:3])[CH3:2])=[O:25])[CH3:56]. (3) Given the reactants [Li].[Cl:2][C:3]1[CH:8]=[C:7]([Cl:9])[CH:6]=[CH:5][C:4]=1[C@H:10]1[C:15]([C:16]([O:18][C@H:19](C)[C:20](OCC)=O)=[O:17])=[C:14]([CH2:26][N:27]2[CH2:32][CH2:31][O:30][CH2:29][CH2:28]2)[NH:13][C:12]([C:33]2[S:34][CH:35]=[CH:36][N:37]=2)=[N:11]1, predict the reaction product. The product is: [Cl:2][C:3]1[CH:8]=[C:7]([Cl:9])[CH:6]=[CH:5][C:4]=1[C@H:10]1[C:15]([C:16]([O:18][CH2:19][CH3:20])=[O:17])=[C:14]([CH2:26][N:27]2[CH2:28][CH2:29][O:30][CH2:31][CH2:32]2)[NH:13][C:12]([C:33]2[S:34][CH:35]=[CH:36][N:37]=2)=[N:11]1. (4) Given the reactants Cl.[Cl:2][C:3]1[CH:8]=[CH:7][C:6]([Cl:9])=[CH:5][C:4]=1[C:10]1([CH2:15][C:16]([NH2:18])=[NH:17])[CH2:14][CH2:13][CH2:12][CH2:11]1.[C:19]([O:23][C:24](=[O:39])/[C:25](/O)=[C:26](\[O:30][CH2:31][C:32]1[CH:37]=[CH:36][CH:35]=[CH:34][CH:33]=1)/[C:27](O)=[O:28])([CH3:22])([CH3:21])[CH3:20].C(OCC)(=O)C, predict the reaction product. The product is: [C:19]([O:23][C:24]([C:25]1[C:26]([O:30][CH2:31][C:32]2[CH:37]=[CH:36][CH:35]=[CH:34][CH:33]=2)=[C:27]([OH:28])[N:18]=[C:16]([CH2:15][C:10]2([C:4]3[CH:5]=[C:6]([Cl:9])[CH:7]=[CH:8][C:3]=3[Cl:2])[CH2:14][CH2:13][CH2:12][CH2:11]2)[N:17]=1)=[O:39])([CH3:22])([CH3:20])[CH3:21]. (5) Given the reactants [Br:1][C:2]1[C:3]([C:9]([F:12])([F:11])[F:10])=[N:4][N:5]([CH2:7]Cl)[CH:6]=1.[F:13][C:14]([F:23])([F:22])[CH2:15][CH2:16][CH:17]([C:20]#[N:21])[C:18]#[N:19].C(=O)([O-])[O-].[K+].[K+].O, predict the reaction product. The product is: [Br:1][C:2]1[C:3]([C:9]([F:12])([F:11])[F:10])=[N:4][N:5]([CH2:7][C:17]([CH2:16][CH2:15][C:14]([F:13])([F:22])[F:23])([C:18]#[N:19])[C:20]#[N:21])[CH:6]=1.